This data is from Forward reaction prediction with 1.9M reactions from USPTO patents (1976-2016). The task is: Predict the product of the given reaction. (1) Given the reactants C([O:5][C:6](=[O:33])[C:7]([S:10][C:11]1[S:12][CH:13]=[C:14]([CH2:16][CH2:17][N:18]([C:26]2[N:31]=[CH:30][C:29](Br)=[CH:28][N:27]=2)[CH2:19][CH2:20][CH2:21][CH2:22][CH2:23][CH2:24][CH3:25])[N:15]=1)([CH3:9])[CH3:8])(C)(C)C.[CH3:34][O:35][CH:36]1[CH2:40][CH2:39][NH:38][CH2:37]1.[F:41][C:42]([F:47])([F:46])[C:43]([OH:45])=[O:44], predict the reaction product. The product is: [F:41][C:42]([F:47])([F:46])[C:43]([OH:45])=[O:44].[CH2:19]([N:18]([C:26]1[N:31]=[CH:30][C:29]([N:38]2[CH2:39][CH2:40][CH:36]([O:35][CH3:34])[CH2:37]2)=[CH:28][N:27]=1)[CH2:17][CH2:16][C:14]1[N:15]=[C:11]([S:10][C:7]([CH3:9])([CH3:8])[C:6]([OH:5])=[O:33])[S:12][CH:13]=1)[CH2:20][CH2:21][CH2:22][CH2:23][CH2:24][CH3:25]. (2) Given the reactants [CH3:1][N:2]1[CH:6]=[CH:5][C:4]([C:7](=[O:14])[CH2:8][C:9]([O:11][CH2:12][CH3:13])=[O:10])=[N:3]1.[Cl:15]N1C(=O)CCC1=O, predict the reaction product. The product is: [Cl:15][CH:8]([C:7]([C:4]1[CH:5]=[CH:6][N:2]([CH3:1])[N:3]=1)=[O:14])[C:9]([O:11][CH2:12][CH3:13])=[O:10]. (3) The product is: [CH3:28][C@H:23]1[O:24][C@@H:25]([CH3:27])[CH2:26][N:21]([CH2:20][C:17]2[S:18][CH:19]=[C:15]([C:13]([NH:12][C:4]3[CH:3]=[C:2]([B:32]4[O:33][C:34]([CH3:37])([CH3:36])[CH2:35][C:30]([CH3:48])([CH3:29])[O:31]4)[CH:10]=[C:9]4[C:5]=3[CH:6]=[N:7][N:8]4[CH3:11])=[O:14])[N:16]=2)[CH2:22]1. Given the reactants Br[C:2]1[CH:10]=[C:9]2[C:5]([CH:6]=[N:7][N:8]2[CH3:11])=[C:4]([NH:12][C:13]([C:15]2[N:16]=[C:17]([CH2:20][N:21]3[CH2:26][C@H:25]([CH3:27])[O:24][C@H:23]([CH3:28])[CH2:22]3)[S:18][CH:19]=2)=[O:14])[CH:3]=1.[CH3:29][C:30]1([CH3:48])[CH2:35][C:34]([CH3:37])([CH3:36])[O:33][B:32]([B:32]2[O:33][C:34]([CH3:37])([CH3:36])[CH2:35][C:30]([CH3:48])([CH3:29])[O:31]2)[O:31]1.C([O-])(=O)C.[K+], predict the reaction product. (4) Given the reactants [Cl:1][C:2]1[C:3]([O:16][C:17]2[CH:18]=[N:19][C:20]([CH:24]3[CH2:26][CH2:25]3)=[C:21]([Cl:23])[CH:22]=2)=[CH:4][C:5]([F:15])=[C:6]([CH:14]=1)[C:7]([O:9]C(C)(C)C)=[O:8].FC(F)(F)C(O)=O, predict the reaction product. The product is: [Cl:1][C:2]1[C:3]([O:16][C:17]2[CH:18]=[N:19][C:20]([CH:24]3[CH2:25][CH2:26]3)=[C:21]([Cl:23])[CH:22]=2)=[CH:4][C:5]([F:15])=[C:6]([CH:14]=1)[C:7]([OH:9])=[O:8]. (5) Given the reactants Br[C:2]1[CH:10]=[CH:9][C:8]([F:11])=[CH:7][C:3]=1[C:4]([OH:6])=[O:5].C([Li])CCC.CCCCCC.[CH2:23]([N:30]1[CH2:35][CH2:34][C:33](=O)[CH2:32][CH2:31]1)[C:24]1[CH:29]=[CH:28][CH:27]=[CH:26][CH:25]=1, predict the reaction product. The product is: [CH2:23]([N:30]1[CH2:35][CH2:34][C:33]2([C:2]3[CH:10]=[CH:9][C:8]([F:11])=[CH:7][C:3]=3[C:4](=[O:5])[O:6]2)[CH2:32][CH2:31]1)[C:24]1[CH:29]=[CH:28][CH:27]=[CH:26][CH:25]=1. (6) Given the reactants [OH:1][C@H:2]([C:13]1[CH:18]=[CH:17][C:16]([S:19][CH3:20])=[C:15]([O:21][CH3:22])[CH:14]=1)[CH:3]([NH:5]C(=O)OC(C)(C)C)[CH3:4], predict the reaction product. The product is: [NH2:5][C@H:3]([CH3:4])[C@@H:2]([C:13]1[CH:18]=[CH:17][C:16]([S:19][CH3:20])=[C:15]([O:21][CH3:22])[CH:14]=1)[OH:1]. (7) Given the reactants [CH3:1][C:2]1[NH:3][C:4]2[C:9]([CH:10]=1)=[C:8]([C:11]([F:14])([F:13])[F:12])[C:7]([C:15]#[N:16])=[CH:6][CH:5]=2.Cl[CH2:18][C:19]1[N:20]=[C:21]([C:24]2[CH:29]=[CH:28][C:27]([C:30]([F:33])([F:32])[F:31])=[CH:26][CH:25]=2)[S:22][CH:23]=1, predict the reaction product. The product is: [CH3:1][C:2]1[N:3]([CH2:18][C:19]2[N:20]=[C:21]([C:24]3[CH:25]=[CH:26][C:27]([C:30]([F:33])([F:31])[F:32])=[CH:28][CH:29]=3)[S:22][CH:23]=2)[C:4]2[C:9]([CH:10]=1)=[C:8]([C:11]([F:12])([F:14])[F:13])[C:7]([C:15]#[N:16])=[CH:6][CH:5]=2.